Task: Predict the reactants needed to synthesize the given product.. Dataset: Full USPTO retrosynthesis dataset with 1.9M reactions from patents (1976-2016) Given the product [CH:1]1([N:5]2[CH2:6][CH2:7][C:8]3([CH2:15][CH2:14][N:13]([C:17]4[CH:22]=[CH:21][C:20]([C:23](=[O:25])[CH3:24])=[CH:19][CH:18]=4)[CH2:12][CH2:11]3)[CH2:9][CH2:10]2)[CH2:4][CH2:3][CH2:2]1, predict the reactants needed to synthesize it. The reactants are: [CH:1]1([N:5]2[CH2:10][CH2:9][C:8]3([CH2:15][CH2:14][NH:13][CH2:12][CH2:11]3)[CH2:7][CH2:6]2)[CH2:4][CH2:3][CH2:2]1.F[C:17]1[CH:22]=[CH:21][C:20]([C:23](=[O:25])[CH3:24])=[CH:19][CH:18]=1.C(=O)([O-])[O-].[K+].[K+].O.